Dataset: Reaction yield outcomes from USPTO patents with 853,638 reactions. Task: Predict the reaction yield, written as a fraction of the theoretical maximum amount of product (1.0 means a 100% yield; for example, 0.34 means a 34% yield). (1) The reactants are C1(P(C2C=CC=CC=2)C2C=CC=CC=2)C=CC=CC=1.[C:20]([Br:24])(Br)(Br)Br.[CH3:25][O:26][C:27]([C:29]1[N:30]=[N:31][N:32]([C:42]2[CH:47]=[C:46]([CH:48]([CH3:50])[CH3:49])[C:45]([O:51][CH2:52][C:53]3[CH:58]=[CH:57][CH:56]=[CH:55][CH:54]=3)=[CH:44][C:43]=2[O:59][CH2:60][C:61]2[CH:66]=[CH:65][CH:64]=[CH:63][CH:62]=2)[C:33]=1[C:34]1[CH:39]=[CH:38][C:37](CO)=[CH:36][CH:35]=1)=[O:28]. The catalyst is C(Cl)Cl. The product is [CH3:25][O:26][C:27]([C:29]1[N:30]=[N:31][N:32]([C:42]2[CH:47]=[C:46]([CH:48]([CH3:50])[CH3:49])[C:45]([O:51][CH2:52][C:53]3[CH:54]=[CH:55][CH:56]=[CH:57][CH:58]=3)=[CH:44][C:43]=2[O:59][CH2:60][C:61]2[CH:66]=[CH:65][CH:64]=[CH:63][CH:62]=2)[C:33]=1[C:34]1[CH:35]=[CH:36][C:37]([CH2:20][Br:24])=[CH:38][CH:39]=1)=[O:28]. The yield is 0.870. (2) The reactants are [Cl:1][C:2]1[CH:9]=[CH:8][C:5]([NH:6][CH3:7])=[CH:4][CH:3]=1.[CH2:10]([O:12][C:13]([C:15]1[NH:16][CH:17]=[C:18]([CH:20]=O)[CH:19]=1)=[O:14])[CH3:11].C([BH3-])#N.[Na+].C([O-])([O-])=O.[K+].[K+]. The catalyst is C(O)(=O)C.CO. The product is [CH2:10]([O:12][C:13]([C:15]1[NH:16][CH:17]=[C:18]([CH2:20][N:6]([C:5]2[CH:8]=[CH:9][C:2]([Cl:1])=[CH:3][CH:4]=2)[CH3:7])[CH:19]=1)=[O:14])[CH3:11]. The yield is 0.760. (3) The reactants are [CH3:1][C:2]1([CH2:5][O:6][C:7]2[CH:8]=[C:9]([OH:16])[CH:10]=[CH:11][C:12]=2[N+:13]([O-])=O)[CH2:4][O:3]1.C(N(CC)CC)C.[C:24](OC(=O)C)(=[O:26])[CH3:25].[H][H].[C:33](OC(C)C)(=[O:35])[CH3:34]. The catalyst is [Pt]. The product is [C:24]([NH:13][C:12]1[CH:11]=[CH:10][C:9]([O:16][C:33](=[O:35])[CH3:34])=[CH:8][C:7]=1[O:6][CH2:5][C:2]1([CH3:1])[CH2:4][O:3]1)(=[O:26])[CH3:25]. The yield is 0.970. (4) The reactants are [Li+].[CH3:2]C([N-]C(C)C)C.[Br:9][C:10]1[CH:11]=[C:12]([CH:16]([CH3:20])[C:17]([OH:19])=[O:18])[CH:13]=[CH:14][CH:15]=1.CI. The catalyst is C1COCC1.CCCCCCC.C(C1C=CC=CC=1)C.C1COCC1. The product is [Br:9][C:10]1[CH:11]=[C:12]([C:16]([CH3:2])([CH3:20])[C:17]([OH:19])=[O:18])[CH:13]=[CH:14][CH:15]=1. The yield is 0.910. (5) The reactants are [Cl:1][C:2]1[CH:7]=[N:6][CH:5]=[C:4]([Cl:8])[N:3]=1.[Li+].[Cl-].I[C:12]1[CH:22]=[CH:21][C:15]([C:16]([O:18][CH2:19][CH3:20])=[O:17])=[CH:14][CH:13]=1.[NH4+].[Cl-]. The catalyst is C1COCC1.C1C=CC(/C=C/C(/C=C/C2C=CC=CC=2)=O)=CC=1.C1C=CC(/C=C/C(/C=C/C2C=CC=CC=2)=O)=CC=1.[Pd]. The product is [Cl:1][C:2]1[C:7]([C:12]2[CH:22]=[CH:21][C:15]([C:16]([O:18][CH2:19][CH3:20])=[O:17])=[CH:14][CH:13]=2)=[N:6][CH:5]=[C:4]([Cl:8])[N:3]=1. The yield is 0.870.